Dataset: Catalyst prediction with 721,799 reactions and 888 catalyst types from USPTO. Task: Predict which catalyst facilitates the given reaction. (1) Reactant: [H-].[Na+].[CH3:3][O:4][C:5]([C:7]1[C:8]2[C:9]([CH3:16])=[N:10][NH:11][C:12]=2[CH:13]=[CH:14][CH:15]=1)=[O:6].[Br:17][C:18]1[CH:25]=[C:24](F)[CH:23]=[CH:22][C:19]=1[C:20]#[N:21].O. Product: [CH3:3][O:4][C:5]([C:7]1[C:8]2[C:9]([CH3:16])=[N:10][N:11]([C:24]3[CH:23]=[CH:22][C:19]([C:20]#[N:21])=[C:18]([Br:17])[CH:25]=3)[C:12]=2[CH:13]=[CH:14][CH:15]=1)=[O:6]. The catalyst class is: 42. (2) Reactant: C[Si]([C:5]#[C:6][C:7]1[CH:16]=[CH:15][C:10]([C:11]([O:13][CH3:14])=[O:12])=[C:9]([OH:17])[CH:8]=1)(C)C.C1COCC1.[F-].C([N+](CCCC)(CCCC)CCCC)CCC. Product: [C:6]([C:7]1[CH:16]=[CH:15][C:10]([C:11]([O:13][CH3:14])=[O:12])=[C:9]([OH:17])[CH:8]=1)#[CH:5]. The catalyst class is: 6. (3) Reactant: [NH2:1][C:2]1[C:3]([CH3:13])=[C:4]([CH:9]=[C:10]([Br:12])[CH:11]=1)[C:5]([O:7][CH3:8])=[O:6].[O:14]1[CH2:19][CH2:18][C:17](=O)[CH2:16][CH2:15]1.C(O)(=O)C.C(O[BH-](OC(=O)C)OC(=O)C)(=O)C.[Na+]. Product: [Br:12][C:10]1[CH:11]=[C:2]([NH:1][CH:17]2[CH2:18][CH2:19][O:14][CH2:15][CH2:16]2)[C:3]([CH3:13])=[C:4]([CH:9]=1)[C:5]([O:7][CH3:8])=[O:6]. The catalyst class is: 68. (4) Reactant: [CH3:1][C:2]1([C:7]2[NH:11][C:10]3[CH:12]=[CH:13][CH:14]=[C:15]([C:16]([NH2:18])=[O:17])[C:9]=3[N:8]=2)[CH2:6][CH2:5][NH:4][CH2:3]1.[CH:19](=O)[CH2:20][CH3:21].C(O[BH-](OC(=O)C)OC(=O)C)(=O)C.[Na+]. Product: [CH3:1][C:2]1([C:7]2[NH:11][C:10]3[CH:12]=[CH:13][CH:14]=[C:15]([C:16]([NH2:18])=[O:17])[C:9]=3[N:8]=2)[CH2:6][CH2:5][N:4]([CH2:19][CH2:20][CH3:21])[CH2:3]1. The catalyst class is: 5. (5) Reactant: [CH3:1][O:2][C:3]1[CH:4]=[CH:5][C:6]2[N:11]=[CH:10][C:9](=[O:12])[NH:8][C:7]=2[N:13]=1.I[CH2:15][CH2:16][C@H:17]1[CH2:21][O:20][C:19]([CH3:23])([CH3:22])[O:18]1.C(=O)([O-])[O-].[Cs+].[Cs+].O. Product: [CH3:22][C:19]1([CH3:23])[O:18][C@@H:17]([CH2:16][CH2:15][N:8]2[C:9](=[O:12])[CH:10]=[N:11][C:6]3[CH:5]=[CH:4][C:3]([O:2][CH3:1])=[N:13][C:7]2=3)[CH2:21][O:20]1. The catalyst class is: 9. (6) Reactant: Br[C:2]1[N:6]2[CH:7]=[CH:8][N:9]=[C:10]([S:11][CH3:12])[C:5]2=[N:4][CH:3]=1.[CH3:13][O:14][C:15]1[CH:20]=[CH:19][C:18](B(O)O)=[CH:17][CH:16]=1.O(C1C=CC=CC=1P(C1C=CC=CC=1)C1C=CC=CC=1)C1C=CC=CC=1P(C1C=CC=CC=1)C1C=CC=CC=1.C([O-])([O-])=O.[K+].[K+].O. Product: [CH3:13][O:14][C:15]1[CH:20]=[CH:19][C:18]([C:2]2[N:6]3[CH:7]=[CH:8][N:9]=[C:10]([S:11][CH3:12])[C:5]3=[N:4][CH:3]=2)=[CH:17][CH:16]=1. The catalyst class is: 416. (7) Reactant: [F:1][C:2]1[CH:3]=[C:4]([CH:47]=[CH:48][CH:49]=1)[CH2:5][N:6]1[C:10]([CH3:11])=[C:9]([C:12]2[C:20]3[C:15](=[N:16][CH:17]=[C:18]([C:21]4[C:22]([O:34][CH3:35])=[C:23]([NH:29][S:30]([CH3:33])(=[O:32])=[O:31])[C:24]([O:27][CH3:28])=[CH:25][CH:26]=4)[CH:19]=3)[N:14](S(C3C=CC(C)=CC=3)(=O)=O)[CH:13]=2)[C:8]([CH3:46])=[N:7]1.[OH-].[Li+]. Product: [F:1][C:2]1[CH:3]=[C:4]([CH:47]=[CH:48][CH:49]=1)[CH2:5][N:6]1[C:10]([CH3:11])=[C:9]([C:12]2[C:20]3[C:15](=[N:16][CH:17]=[C:18]([C:21]4[C:22]([O:34][CH3:35])=[C:23]([NH:29][S:30]([CH3:33])(=[O:32])=[O:31])[C:24]([O:27][CH3:28])=[CH:25][CH:26]=4)[CH:19]=3)[NH:14][CH:13]=2)[C:8]([CH3:46])=[N:7]1. The catalyst class is: 87. (8) Reactant: [I:1][C:2]1[CH:7]=[CH:6][N:5]=[C:4]([N:8]2[C:12]([CH3:13])=[CH:11][C:10]([C:14]([O:16]CC)=[O:15])=[N:9]2)[CH:3]=1.[Cl:19]N1C(=O)CCC1=O. Product: [Cl:19][C:11]1[C:10]([C:14]([OH:16])=[O:15])=[N:9][N:8]([C:4]2[CH:3]=[C:2]([I:1])[CH:7]=[CH:6][N:5]=2)[C:12]=1[CH3:13]. The catalyst class is: 3.